This data is from Forward reaction prediction with 1.9M reactions from USPTO patents (1976-2016). The task is: Predict the product of the given reaction. (1) Given the reactants [Br:1][C:2]1[CH:7]=[CH:6][C:5]([NH2:8])=[CH:4][CH:3]=1.[CH2:9]([O:13][C:14]1[CH:22]=[CH:21][C:17]([C:18](Cl)=[O:19])=[C:16]([CH2:23][CH2:24]Cl)[CH:15]=1)[CH2:10][CH2:11][CH3:12], predict the reaction product. The product is: [Br:1][C:2]1[CH:7]=[CH:6][C:5]([N:8]2[CH2:24][CH2:23][C:16]3[C:17](=[CH:21][CH:22]=[C:14]([O:13][CH2:9][CH2:10][CH2:11][CH3:12])[CH:15]=3)[C:18]2=[O:19])=[CH:4][CH:3]=1. (2) Given the reactants [OH:1][CH:2]([C:6]1[CH:11]=[CH:10][C:9]([C:12]2[N:16]=[C:15]([C:17]3[O:21][N:20]=[C:19]([C:22]4[CH:27]=[CH:26][CH:25]=[CH:24][CH:23]=4)[C:18]=3[C:28]([F:31])([F:30])[F:29])[O:14][N:13]=2)=[CH:8][CH:7]=1)[C:3]([OH:5])=O.[NH2:32][CH2:33][C:34]1[NH:38][N:37]=[N:36][N:35]=1.CN1CCOCC1.CN(C(ON1N=NC2C=CC=NC1=2)=[N+](C)C)C.F[P-](F)(F)(F)(F)F, predict the reaction product. The product is: [NH:35]1[C:34]([CH2:33][NH:32][C:3](=[O:5])[CH:2]([OH:1])[C:6]2[CH:11]=[CH:10][C:9]([C:12]3[N:16]=[C:15]([C:17]4[O:21][N:20]=[C:19]([C:22]5[CH:23]=[CH:24][CH:25]=[CH:26][CH:27]=5)[C:18]=4[C:28]([F:29])([F:30])[F:31])[O:14][N:13]=3)=[CH:8][CH:7]=2)=[N:38][N:37]=[N:36]1. (3) Given the reactants Cl.[NH2:2][C@H:3]1[CH2:8][CH2:7][C@H:6]([NH:9][C:10]([C:12]2[C:16]3[N:17]=[CH:18][N:19]=[C:20]([C:21]4[CH:26]=[C:25]([O:27][CH3:28])[CH:24]=[CH:23][C:22]=4[O:29][CH2:30][CH:31]4[CH2:33][CH2:32]4)[C:15]=3[NH:14][C:13]=2[CH3:34])=[O:11])[CH2:5][CH2:4]1.[CH3:35][O:36][CH2:37][C:38](Cl)=[O:39], predict the reaction product. The product is: [CH:31]1([CH2:30][O:29][C:22]2[CH:23]=[CH:24][C:25]([O:27][CH3:28])=[CH:26][C:21]=2[C:20]2[C:15]3[NH:14][C:13]([CH3:34])=[C:12]([C:10]([NH:9][C@H:6]4[CH2:7][CH2:8][C@H:3]([NH:2][C:38](=[O:39])[CH2:37][O:36][CH3:35])[CH2:4][CH2:5]4)=[O:11])[C:16]=3[N:17]=[CH:18][N:19]=2)[CH2:32][CH2:33]1.